From a dataset of Full USPTO retrosynthesis dataset with 1.9M reactions from patents (1976-2016). Predict the reactants needed to synthesize the given product. (1) Given the product [ClH:19].[CH2:1]([C:3]1[C:8](=[O:9])[NH:7][C:6]([CH3:10])=[C:5]([C:11]2[S:15][C:14]([S:16]([N:29]3[CH2:30][CH2:31][N:26]([C:21]4[CH:22]=[CH:23][CH:24]=[CH:25][N:20]=4)[CH2:27][CH2:28]3)(=[O:18])=[O:17])=[CH:13][CH:12]=2)[CH:4]=1)[CH3:2], predict the reactants needed to synthesize it. The reactants are: [CH2:1]([C:3]1[C:8](=[O:9])[NH:7][C:6]([CH3:10])=[C:5]([C:11]2[S:15][C:14]([S:16]([Cl:19])(=[O:18])=[O:17])=[CH:13][CH:12]=2)[CH:4]=1)[CH3:2].[N:20]1[CH:25]=[CH:24][CH:23]=[CH:22][C:21]=1[N:26]1[CH2:31][CH2:30][NH:29][CH2:28][CH2:27]1. (2) Given the product [Cl:35][C:29]1[CH:30]=[C:31]([OH:34])[CH:32]=[CH:33][C:28]=1[C:14]1[CH:13]=[CH:12][C:11]([CH2:10][C:9]([OH:8])=[O:26])=[CH:16][CH:15]=1, predict the reactants needed to synthesize it. The reactants are: C(=O)([O-])[O-].[Na+].[Na+].C[O:8][C:9](=[O:26])[CH2:10][C:11]1[CH:16]=[CH:15][C:14](B2OC(C)(C)C(C)(C)O2)=[CH:13][CH:12]=1.Br[C:28]1[CH:33]=[CH:32][C:31]([OH:34])=[CH:30][C:29]=1[Cl:35].[OH-].[Na+].Cl.